Predict the reaction yield, written as a fraction of the theoretical maximum amount of product (1.0 means a 100% yield; for example, 0.34 means a 34% yield). From a dataset of Reaction yield outcomes from USPTO patents with 853,638 reactions. (1) The reactants are [C:1]([C:3]1[CH:4]=[C:5]([N+:10]([O-:12])=[O:11])[C:6]([CH3:9])=[N:7][CH:8]=1)#[CH:2].Cl.[CH3:14][NH:15][CH3:16].C([BH3-])#N.[Na+]. The catalyst is CCO. The product is [CH3:14][N:15]([CH3:16])[CH2:2][CH2:1][C:3]1[CH:8]=[N:7][C:6]([CH3:9])=[C:5]([N+:10]([O-:12])=[O:11])[CH:4]=1. The yield is 0.410. (2) The reactants are [CH3:1][C:2]([C:4]1[CH:9]=[CH:8][C:7]([Br:10])=[CH:6][CH:5]=1)=O.[C:11](=[O:14])([O-])[O-].[NH4+:15].[NH4+:16].[C-]#N.[K+].Cl.[CH2:21]([OH:23])C. The catalyst is O. The product is [Br:10][C:7]1[CH:8]=[CH:9][C:4]([C:2]2([CH3:1])[NH:16][C:21](=[O:23])[NH:15][C:11]2=[O:14])=[CH:5][CH:6]=1. The yield is 0.850. (3) The reactants are [Si:1]([O:8][CH2:9][CH:10]([C:12]1[C:13]([O:23][CH2:24][CH3:25])=[C:14]([C:20](=[O:22])[CH3:21])[CH:15]=[C:16]([Cl:19])[C:17]=1[F:18])[OH:11])([C:4]([CH3:7])([CH3:6])[CH3:5])([CH3:3])[CH3:2].C(N(CC)CC)C.[CH3:33][S:34](O[S:34]([CH3:33])(=[O:36])=[O:35])(=[O:36])=[O:35]. The catalyst is ClCCCl.[Cl-].[Na+].O. The product is [CH3:33][S:34]([O:11][CH:10]([C:12]1[C:17]([F:18])=[C:16]([Cl:19])[CH:15]=[C:14]([C:20](=[O:22])[CH3:21])[C:13]=1[O:23][CH2:24][CH3:25])[CH2:9][O:8][Si:1]([C:4]([CH3:7])([CH3:6])[CH3:5])([CH3:3])[CH3:2])(=[O:36])=[O:35]. The yield is 1.00. (4) The reactants are [CH3:1][O:2][C:3]1[N:8]=[C:7]([NH:9][CH2:10][C:11]2[CH:21]=[CH:20][C:14]3[N:15]=[C:16]([S:18][CH3:19])[S:17][C:13]=3[CH:12]=2)[C:6]([N+:22]([O-])=O)=[CH:5][CH:4]=1. The yield is 0.980. The product is [CH3:1][O:2][C:3]1[N:8]=[C:7]([NH:9][CH2:10][C:11]2[CH:21]=[CH:20][C:14]3[N:15]=[C:16]([S:18][CH3:19])[S:17][C:13]=3[CH:12]=2)[C:6]([NH2:22])=[CH:5][CH:4]=1. The catalyst is C(O)(=O)C.CCOC(C)=O.[Zn]. (5) The reactants are O.[OH-].[Li+].C[O:5][C:6](=[O:35])[CH2:7][C:8]1[C:17]([CH3:18])=[C:16]([C:19]2[CH:24]=[CH:23][C:22]([S:25]([N:28]3[CH2:33][CH2:32][CH2:31][CH2:30][CH2:29]3)(=[O:27])=[O:26])=[CH:21][CH:20]=2)[C:15]2[C:10](=[CH:11][CH:12]=[C:13]([Cl:34])[CH:14]=2)[CH:9]=1.C1COCC1.O. The catalyst is CCCCCC. The product is [Cl:34][C:13]1[CH:14]=[C:15]2[C:10](=[CH:11][CH:12]=1)[CH:9]=[C:8]([CH2:7][C:6]([OH:35])=[O:5])[C:17]([CH3:18])=[C:16]2[C:19]1[CH:20]=[CH:21][C:22]([S:25]([N:28]2[CH2:33][CH2:32][CH2:31][CH2:30][CH2:29]2)(=[O:26])=[O:27])=[CH:23][CH:24]=1. The yield is 0.990. (6) The reactants are C([O:8][C:9]1[C:14]([CH2:15][N:16]2[C:22](=[O:23])[C:21]3[C:24]([CH3:32])=[C:25]([C:28]([NH:30][CH3:31])=[O:29])[CH:26]=[CH:27][C:20]=3[O:19][CH2:18][CH2:17]2)=[C:13]([CH3:33])[CH:12]=[C:11]([CH3:34])[N:10]=1)C1C=CC=CC=1.[CH3:35]O. The catalyst is [Pd]. The product is [CH3:33][C:13]1[CH:12]=[C:11]([CH3:34])[NH:10][C:9](=[O:8])[C:14]=1[CH2:15][N:16]1[C:22](=[O:23])[C:21]2[C:24]([CH3:32])=[C:25]([C:28]([N:30]([CH3:31])[CH3:35])=[O:29])[CH:26]=[CH:27][C:20]=2[O:19][CH2:18][CH2:17]1. The yield is 0.940. (7) The reactants are C1(P(C2C=CC=CC=2)C2C=CC=CC=2)C=CC=CC=1.N1C=CN=C1.[I-:25].[C:26]([O:30][C:31]([NH:33][C@@H:34]([CH2:39]O)[C:35]([O:37][CH3:38])=[O:36])=[O:32])([CH3:29])([CH3:28])[CH3:27]. The catalyst is C(Cl)Cl. The product is [C:26]([O:30][C:31]([NH:33][C@@H:34]([CH2:39][I:25])[C:35]([O:37][CH3:38])=[O:36])=[O:32])([CH3:29])([CH3:28])[CH3:27]. The yield is 0.680.